This data is from Peptide-MHC class I binding affinity with 185,985 pairs from IEDB/IMGT. The task is: Regression. Given a peptide amino acid sequence and an MHC pseudo amino acid sequence, predict their binding affinity value. This is MHC class I binding data. (1) The binding affinity (normalized) is 0.0847. The peptide sequence is AMMARDTAE. The MHC is HLA-A02:01 with pseudo-sequence HLA-A02:01. (2) The peptide sequence is EYDFNKLLV. The MHC is HLA-A29:02 with pseudo-sequence HLA-A29:02. The binding affinity (normalized) is 0. (3) The peptide sequence is RARKRGITM. The MHC is HLA-A02:01 with pseudo-sequence HLA-A02:01. The binding affinity (normalized) is 0.0847. (4) The peptide sequence is VPPFPRTAF. The MHC is HLA-B38:01 with pseudo-sequence HLA-B38:01. The binding affinity (normalized) is 0.0847. (5) The peptide sequence is FISSFLLPL. The MHC is HLA-A68:02 with pseudo-sequence HLA-A68:02. The binding affinity (normalized) is 0.734. (6) The peptide sequence is FPFKYAAAC. The MHC is Mamu-A2201 with pseudo-sequence Mamu-A2201. The binding affinity (normalized) is 0.270.